Dataset: Full USPTO retrosynthesis dataset with 1.9M reactions from patents (1976-2016). Task: Predict the reactants needed to synthesize the given product. (1) Given the product [CH3:13][O:14][C:15]([C:17]1[S:18][C:19]([C:30]2([OH:36])[CH2:35][CH2:34][CH2:33][CH2:32][CH2:31]2)=[CH:20][C:21]=1[NH:22][C:23]([O:25][C:26]([CH3:29])([CH3:28])[CH3:27])=[O:24])=[O:16], predict the reactants needed to synthesize it. The reactants are: C(NC(C)C)(C)C.[Li]CCCC.[CH3:13][O:14][C:15]([C:17]1[S:18][CH:19]=[CH:20][C:21]=1[NH:22][C:23]([O:25][C:26]([CH3:29])([CH3:28])[CH3:27])=[O:24])=[O:16].[C:30]1(=[O:36])[CH2:35][CH2:34][CH2:33][CH2:32][CH2:31]1. (2) Given the product [CH3:33][N:34]1[CH:38]=[CH:37][N:36]=[C:35]1[S:39][C:2]1[CH:3]=[CH:4][C:5]([N:8]2[CH:12]=[CH:11][C:10]([CH:13]([C:15]3[CH:32]=[CH:31][C:18]4[N:19]([CH2:23][O:24][CH2:25][CH2:26][Si:27]([CH3:30])([CH3:29])[CH3:28])[C:20](=[O:22])[S:21][C:17]=4[CH:16]=3)[CH3:14])=[N:9]2)=[N:6][CH:7]=1, predict the reactants needed to synthesize it. The reactants are: I[C:2]1[CH:3]=[CH:4][C:5]([N:8]2[CH:12]=[CH:11][C:10]([CH:13]([C:15]3[CH:32]=[CH:31][C:18]4[N:19]([CH2:23][O:24][CH2:25][CH2:26][Si:27]([CH3:30])([CH3:29])[CH3:28])[C:20](=[O:22])[S:21][C:17]=4[CH:16]=3)[CH3:14])=[N:9]2)=[N:6][CH:7]=1.[CH3:33][N:34]1[CH:38]=[CH:37][NH:36][C:35]1=[S:39].[OH-].[K+].